From a dataset of Catalyst prediction with 721,799 reactions and 888 catalyst types from USPTO. Predict which catalyst facilitates the given reaction. (1) Reactant: [C:1]([C:3]1[CH:8]=[CH:7][C:6]([CH:9]2[C:14]([C:15]([O:17]CC=C)=[O:16])=[C:13]([CH3:21])[N:12]([C:22]3[CH:27]=[CH:26][CH:25]=[C:24]([C:28]([F:31])([F:30])[F:29])[CH:23]=3)[C:11](=[O:32])[NH:10]2)=[C:5]([S:33]([CH:36]([CH3:38])[CH3:37])(=[O:35])=[O:34])[CH:4]=1)#[N:2].N1CCOCC1. Product: [C:1]([C:3]1[CH:8]=[CH:7][C:6]([CH:9]2[C:14]([C:15]([OH:17])=[O:16])=[C:13]([CH3:21])[N:12]([C:22]3[CH:27]=[CH:26][CH:25]=[C:24]([C:28]([F:30])([F:31])[F:29])[CH:23]=3)[C:11](=[O:32])[NH:10]2)=[C:5]([S:33]([CH:36]([CH3:38])[CH3:37])(=[O:34])=[O:35])[CH:4]=1)#[N:2]. The catalyst class is: 176. (2) Reactant: CS(O[CH:6]1[CH2:9][N:8]([C:10]2[CH:15]=[CH:14][C:13]([NH:16][C:17]3[N:22]=[C:21]([C:23]4[N:27]([CH:28]([CH3:30])[CH3:29])[C:26]([CH3:31])=[N:25][CH:24]=4)[C:20]([F:32])=[CH:19][N:18]=3)=[CH:12][CH:11]=2)[CH2:7]1)(=O)=O.[N-:33]=[N+:34]=[N-:35].[Na+]. Product: [N:33]([CH:6]1[CH2:9][N:8]([C:10]2[CH:15]=[CH:14][C:13]([NH:16][C:17]3[N:22]=[C:21]([C:23]4[N:27]([CH:28]([CH3:30])[CH3:29])[C:26]([CH3:31])=[N:25][CH:24]=4)[C:20]([F:32])=[CH:19][N:18]=3)=[CH:12][CH:11]=2)[CH2:7]1)=[N+:34]=[N-:35]. The catalyst class is: 31. (3) Reactant: Br[C:2]1[CH:7]=[CH:6][C:5]([Br:8])=[CH:4][CH:3]=1.C([Li])CCC.CCCCCC.CON(C)[C:23](=[O:31])[C:24]1[CH:29]=[CH:28][C:27]([CH3:30])=[N:26][CH:25]=1. Product: [Br:8][C:5]1[CH:6]=[CH:7][C:2]([C:23]([C:24]2[CH:25]=[N:26][C:27]([CH3:30])=[CH:28][CH:29]=2)=[O:31])=[CH:3][CH:4]=1. The catalyst class is: 30. (4) Reactant: [F:1][C:2]([F:33])([F:32])[C:3]1[CH:4]=[C:5]([CH:29]=[CH:30][CH:31]=1)[CH2:6][NH:7][C:8]([C:10]1[N:11]=[N:12][N:13]([CH2:15][CH2:16][CH2:17][CH2:18][C:19]2[S:23][C:22]([C:24](OCC)=[O:25])=[N:21][N:20]=2)[CH:14]=1)=[O:9].[CH3:34][O:35][CH2:36][CH2:37][NH2:38]. Product: [CH3:34][O:35][CH2:36][CH2:37][NH:38][C:24]([C:22]1[S:23][C:19]([CH2:18][CH2:17][CH2:16][CH2:15][N:13]2[CH:14]=[C:10]([C:8](=[O:9])[NH:7][CH2:6][C:5]3[CH:29]=[CH:30][CH:31]=[C:3]([C:2]([F:33])([F:32])[F:1])[CH:4]=3)[N:11]=[N:12]2)=[N:20][N:21]=1)=[O:25]. The catalyst class is: 5. (5) Reactant: [CH:1]1([NH:4][C:5]([C:7]2[N:8]=[N:9][N:10]([C:21]3[CH:26]=[CH:25][C:24]([C:27]([NH:29][CH2:30][CH3:31])=[O:28])=[CH:23][CH:22]=3)[C:11]=2[CH2:12]P(OCC)(OCC)=O)=[O:6])[CH2:3][CH2:2]1.[H-].[Na+].[C:34]([N:53]1[CH:57]=[CH:56][N:55]=[C:54]1[CH:58]=O)([C:47]1[CH:52]=[CH:51][CH:50]=[CH:49][CH:48]=1)([C:41]1[CH:46]=[CH:45][CH:44]=[CH:43][CH:42]=1)[C:35]1[CH:40]=[CH:39][CH:38]=[CH:37][CH:36]=1.O. Product: [CH:1]1([NH:4][C:5]([C:7]2[N:8]=[N:9][N:10]([C:21]3[CH:22]=[CH:23][C:24]([C:27]([NH:29][CH2:30][CH3:31])=[O:28])=[CH:25][CH:26]=3)[C:11]=2/[CH:12]=[CH:58]/[C:54]2[N:53]([C:34]([C:35]3[CH:40]=[CH:39][CH:38]=[CH:37][CH:36]=3)([C:41]3[CH:42]=[CH:43][CH:44]=[CH:45][CH:46]=3)[C:47]3[CH:52]=[CH:51][CH:50]=[CH:49][CH:48]=3)[CH:57]=[CH:56][N:55]=2)=[O:6])[CH2:2][CH2:3]1. The catalyst class is: 1. (6) Reactant: Cl.Cl[CH2:3][C:4]1[N:9]2[CH:10]=[CH:11][N:12]=[C:8]2[CH:7]=[CH:6][CH:5]=1.[NH2:13][CH2:14][CH2:15][CH2:16][NH2:17].C(N(CC)CC)C.C1C=CC(N([S:32]([C:35]([F:38])([F:37])[F:36])(=[O:34])=[O:33])[S:32]([C:35]([F:38])([F:37])[F:36])(=[O:34])=[O:33])=CC=1. Product: [F:36][C:35]([F:38])([F:37])[S:32]([NH:13][CH2:14][CH2:15][CH2:16][NH:17][CH2:3][C:4]1[N:9]2[CH:10]=[CH:11][N:12]=[C:8]2[CH:7]=[CH:6][CH:5]=1)(=[O:34])=[O:33]. The catalyst class is: 10. (7) Reactant: [O:1]([CH2:8][C@@H:9]([OH:37])[CH2:10][NH:11][CH2:12][CH2:13][CH:14]([C:26]1[CH:31]=[CH:30][C:29]([NH:32][C:33]([O:35][CH3:36])=[O:34])=[CH:28][CH:27]=1)[C:15]1[CH:20]=[CH:19][C:18]([NH:21][C:22]([O:24][CH3:25])=[O:23])=[CH:17][CH:16]=1)[C:2]1[CH:7]=[CH:6][CH:5]=[CH:4][CH:3]=1.[C:38]([OH:50])(=[O:49])[CH2:39][C:40]([CH2:45][C:46]([OH:48])=[O:47])([C:42]([OH:44])=[O:43])[OH:41].O. Product: [C:38]([OH:50])(=[O:49])[CH2:39][C:40]([CH2:45][C:46]([OH:48])=[O:47])([C:42]([OH:44])=[O:43])[OH:41].[O:1]([CH2:8][C@@H:9]([OH:37])[CH2:10][NH:11][CH2:12][CH2:13][CH:14]([C:15]1[CH:16]=[CH:17][C:18]([NH:21][C:22]([O:24][CH3:25])=[O:23])=[CH:19][CH:20]=1)[C:26]1[CH:31]=[CH:30][C:29]([NH:32][C:33]([O:35][CH3:36])=[O:34])=[CH:28][CH:27]=1)[C:2]1[CH:7]=[CH:6][CH:5]=[CH:4][CH:3]=1. The catalyst class is: 8. (8) Reactant: [CH2:1]([O:8][C:9]([NH:11][C@@H:12]([CH2:18][CH2:19][C:20](=[O:37])[N:21]1[CH2:25][CH2:24][C:23]2([CH2:30][CH2:29][N:28]([C:31]3[CH:36]=[CH:35][N:34]=[CH:33][CH:32]=3)[CH2:27][CH2:26]2)[CH2:22]1)[C:13]([O:15]CC)=[O:14])=[O:10])[C:2]1[CH:7]=[CH:6][CH:5]=[CH:4][CH:3]=1.[Li+].[OH-]. Product: [CH2:1]([O:8][C:9]([NH:11][C@@H:12]([CH2:18][CH2:19][C:20](=[O:37])[N:21]1[CH2:25][CH2:24][C:23]2([CH2:26][CH2:27][N:28]([C:31]3[CH:32]=[CH:33][N:34]=[CH:35][CH:36]=3)[CH2:29][CH2:30]2)[CH2:22]1)[C:13]([OH:15])=[O:14])=[O:10])[C:2]1[CH:7]=[CH:6][CH:5]=[CH:4][CH:3]=1. The catalyst class is: 12. (9) Reactant: [Cl:1][C:2]1[C:11]([OH:12])=[C:10]2[C:5]([CH:6]=[N:7][CH:8]=[N:9]2)=[CH:4][CH:3]=1.C([O-])(=O)C.[K+].[I:18]I. Product: [Cl:1][C:2]1[C:11]([OH:12])=[C:10]2[C:5]([CH:6]=[N:7][CH:8]=[N:9]2)=[C:4]([I:18])[CH:3]=1. The catalyst class is: 24.